Task: Regression. Given a peptide amino acid sequence and an MHC pseudo amino acid sequence, predict their binding affinity value. This is MHC class I binding data.. Dataset: Peptide-MHC class I binding affinity with 185,985 pairs from IEDB/IMGT (1) The peptide sequence is NTQGYFPDWQ. The MHC is HLA-A68:01 with pseudo-sequence HLA-A68:01. The binding affinity (normalized) is 0. (2) The peptide sequence is ERTLHLVEL. The MHC is HLA-A03:01 with pseudo-sequence HLA-A03:01. The binding affinity (normalized) is 0. (3) The binding affinity (normalized) is 0.428. The MHC is HLA-A31:01 with pseudo-sequence HLA-A31:01. The peptide sequence is KLITPNYMK. (4) The peptide sequence is VFMDNAFKK. The MHC is HLA-A01:01 with pseudo-sequence HLA-A01:01. The binding affinity (normalized) is 0.0847.